Dataset: Peptide-MHC class I binding affinity with 185,985 pairs from IEDB/IMGT. Task: Regression. Given a peptide amino acid sequence and an MHC pseudo amino acid sequence, predict their binding affinity value. This is MHC class I binding data. (1) The peptide sequence is GSWATSSFR. The MHC is HLA-A11:01 with pseudo-sequence HLA-A11:01. The binding affinity (normalized) is 0.815. (2) The peptide sequence is WLPPLLTNL. The MHC is HLA-E01:01 with pseudo-sequence HLA-E01:03. The binding affinity (normalized) is 0.0847. (3) The peptide sequence is SMELPSFGV. The MHC is HLA-B58:01 with pseudo-sequence HLA-B58:01. The binding affinity (normalized) is 0.0847. (4) The peptide sequence is AAKKKGASL. The MHC is HLA-B18:01 with pseudo-sequence HLA-B18:01. The binding affinity (normalized) is 0.0847. (5) The peptide sequence is VASKFREV. The MHC is H-2-Kb with pseudo-sequence H-2-Kb. The binding affinity (normalized) is 0.282. (6) The MHC is HLA-A31:01 with pseudo-sequence HLA-A31:01. The binding affinity (normalized) is 0.433. The peptide sequence is IFISFYLINK.